This data is from Full USPTO retrosynthesis dataset with 1.9M reactions from patents (1976-2016). The task is: Predict the reactants needed to synthesize the given product. (1) Given the product [CH2:1]([O:3][C:4]([C:6]1([C:9]2[CH:10]=[CH:11][C:12]([C:15]3[CH:20]=[CH:19][C:18]([C:21]4[S:22][C:23]([Cl:29])=[CH:24][C:25]=4[NH:32][C:37]([O:68][C@@H:66]([C:62]4[CH:63]=[CH:64][CH:65]=[C:60]([F:59])[CH:61]=4)[CH3:67])=[O:41])=[CH:17][C:16]=3[O:30][CH3:31])=[CH:13][CH:14]=2)[CH2:8][CH2:7]1)=[O:5])[CH3:2], predict the reactants needed to synthesize it. The reactants are: [CH2:1]([O:3][C:4]([C:6]1([C:9]2[CH:14]=[CH:13][C:12]([C:15]3[CH:20]=[CH:19][C:18]([C:21]4[S:22][C:23]([Cl:29])=[CH:24][C:25]=4C(=O)N)=[CH:17][C:16]=3[O:30][CH3:31])=[CH:11][CH:10]=2)[CH2:8][CH2:7]1)=[O:5])[CH3:2].[N:32]1[CH:37]=CC=CC=1.FC(F)(F)C(OI(C1C=CC=CC=1)OC(=O)C(F)(F)F)=[O:41].[F:59][C:60]1[CH:61]=[C:62]([C@H:66]([OH:68])[CH3:67])[CH:63]=[CH:64][CH:65]=1. (2) Given the product [OH:10][CH2:11][CH2:12][C@H:7]([NH:6][C:5]([N:4]([CH2:3][CH2:2][SH:1])[CH2:14][CH2:15][C:16]1[CH:21]=[CH:20][CH:19]=[CH:18][CH:17]=1)=[O:13])[C:8]([OH:22])=[O:9], predict the reactants needed to synthesize it. The reactants are: [SH:1][CH2:2][CH2:3][N:4]([CH2:14][CH2:15][C:16]1[CH:21]=[CH:20][CH:19]=[CH:18][CH:17]=1)[C:5](=[O:13])[NH:6][C@H:7]1[CH2:12][CH2:11][O:10][C:8]1=[O:9].[OH-:22].[Li+]. (3) The reactants are: [Si:1]([O:8][C@@H:9]1[C@@:13]2([CH2:23][O:22][P:21]([O:25][CH3:26])(=[O:24])[O:20][C@H:19]3[C@@H:27]([O:38][CH3:39])[C@H:28]([N:30]4[CH:35]=[CH:34][C:33](=[O:36])[NH:32][C:31]4=[O:37])[O:29][C@@H:18]3[CH:17]([O:40][C:41]([C:54]3[CH:59]=[CH:58][C:57]([O:60][CH3:61])=[CH:56][CH:55]=3)([C:48]3[CH:53]=[CH:52][CH:51]=[CH:50][CH:49]=3)[C:42]3[CH:47]=[CH:46][CH:45]=[CH:44][CH:43]=3)[CH:16]=[CH:15][CH2:14]2)[O:12][C@@H:11]([N:62]2[CH:67]=[CH:66][C:65](=[O:68])[NH:64][C:63]2=[O:69])[C@@H:10]1[O:70][CH3:71])([C:4]([CH3:7])([CH3:6])[CH3:5])([CH3:3])[CH3:2].[H][H]. Given the product [Si:1]([O:8][C@@H:9]1[C@@:13]2([CH2:23][O:22][P:21]([O:25][CH3:26])(=[O:24])[O:20][C@H:19]3[C@@H:27]([O:38][CH3:39])[C@H:28]([N:30]4[CH:35]=[CH:34][C:33](=[O:36])[NH:32][C:31]4=[O:37])[O:29][C@@H:18]3[C@@H:17]([O:40][C:41]([C:54]3[CH:59]=[CH:58][C:57]([O:60][CH3:61])=[CH:56][CH:55]=3)([C:42]3[CH:43]=[CH:44][CH:45]=[CH:46][CH:47]=3)[C:48]3[CH:53]=[CH:52][CH:51]=[CH:50][CH:49]=3)[CH2:16][CH2:15][CH2:14]2)[O:12][C@@H:11]([N:62]2[CH:67]=[CH:66][C:65](=[O:68])[NH:64][C:63]2=[O:69])[C@@H:10]1[O:70][CH3:71])([C:4]([CH3:7])([CH3:6])[CH3:5])([CH3:2])[CH3:3], predict the reactants needed to synthesize it.